From a dataset of Full USPTO retrosynthesis dataset with 1.9M reactions from patents (1976-2016). Predict the reactants needed to synthesize the given product. The reactants are: [C:1]([O:5][C:6](=[O:24])[NH:7][CH2:8][CH2:9][CH2:10][CH2:11][CH2:12][C:13](=[O:23])[CH:14]=[CH:15][C:16]1[CH:17]=[N:18][C:19]([CH3:22])=[N:20][CH:21]=1)([CH3:4])([CH3:3])[CH3:2].[BH4-].[Na+]. Given the product [C:1]([O:5][C:6](=[O:24])[NH:7][CH2:8][CH2:9][CH2:10][CH2:11][CH2:12][CH:13]([OH:23])[CH:14]=[CH:15][C:16]1[CH:17]=[N:18][C:19]([CH3:22])=[N:20][CH:21]=1)([CH3:4])([CH3:2])[CH3:3], predict the reactants needed to synthesize it.